Dataset: Catalyst prediction with 721,799 reactions and 888 catalyst types from USPTO. Task: Predict which catalyst facilitates the given reaction. (1) Reactant: [NH2:1][CH2:2][CH2:3][CH2:4][NH:5][C:6]1[N:11]=[N:10][C:9]([N:12]2[C:20]3[C:15](=[CH:16][C:17]([N:21]([CH2:33][C:34]([OH:36])=[O:35])[S:22]([C:25]4[CH:30]=[C:29]([Cl:31])[CH:28]=[C:27]([Cl:32])[CH:26]=4)(=[O:24])=[O:23])=[CH:18][CH:19]=3)[CH:14]=[CH:13]2)=[CH:8][CH:7]=1.N1C=CC=CC=1.[CH3:43][C:44](OC(C)=O)=[O:45]. Product: [C:44]([NH:1][CH2:2][CH2:3][CH2:4][NH:5][C:6]1[N:11]=[N:10][C:9]([N:12]2[C:20]3[C:15](=[CH:16][C:17]([N:21]([CH2:33][C:34]([OH:36])=[O:35])[S:22]([C:25]4[CH:30]=[C:29]([Cl:31])[CH:28]=[C:27]([Cl:32])[CH:26]=4)(=[O:24])=[O:23])=[CH:18][CH:19]=3)[CH:14]=[CH:13]2)=[CH:8][CH:7]=1)(=[O:45])[CH3:43]. The catalyst class is: 7. (2) Reactant: [OH:1][C@@H:2]1[CH2:6][CH2:5][C@H:4]([CH2:7][NH:8][C:9](=[O:15])[O:10][C:11]([CH3:14])([CH3:13])[CH3:12])[CH2:3]1.O[N:17]1[C:21](=[O:22])[C:20]2=[CH:23][CH:24]=[CH:25][CH:26]=[C:19]2[C:18]1=[O:27].C1(P(C2C=CC=CC=2)C2C=CC=CC=2)C=CC=CC=1.CC(OC(/N=N/C(OC(C)C)=O)=O)C. Product: [O:27]=[C:18]1[C:19]2[C:20](=[CH:23][CH:24]=[CH:25][CH:26]=2)[C:21](=[O:22])[N:17]1[O:1][C@H:2]1[CH2:6][CH2:5][C@H:4]([CH2:7][NH:8][C:9](=[O:15])[O:10][C:11]([CH3:12])([CH3:14])[CH3:13])[CH2:3]1. The catalyst class is: 7. (3) Reactant: [CH3:1][NH:2][C:3]1[CH:8]=[CH:7][C:6]([N+:9]([O-:11])=[O:10])=[CH:5][CH:4]=1.C1(C)C=CC(S([O-])(=O)=O)=CC=1.[NH+]1C=CC=CC=1.Cl[C:30]1[CH:31]=[CH:32][N:33]=[C:34]2[C:39]=1[N:38]=[CH:37][C:36]([O:40][CH3:41])=[CH:35]2.CCCCO. Product: [CH3:41][O:40][C:36]1[CH:35]=[C:34]2[C:39]([C:30]([N:2]([CH3:1])[C:3]3[CH:4]=[CH:5][C:6]([N+:9]([O-:11])=[O:10])=[CH:7][CH:8]=3)=[CH:31][CH:32]=[N:33]2)=[N:38][CH:37]=1. The catalyst class is: 74. (4) Reactant: [C:1]1([C:7]2[O:11][C:10]([CH:12]=O)=[CH:9][CH:8]=2)[CH:6]=[CH:5][CH:4]=[CH:3][CH:2]=1.CO.[OH-].[Na+].Cl.[N+:19]([CH3:22])([O-:21])=[O:20]. Product: [N+:19]([CH:22]=[CH:12][C:10]1[O:11][C:7]([C:1]2[CH:6]=[CH:5][CH:4]=[CH:3][CH:2]=2)=[CH:8][CH:9]=1)([O-:21])=[O:20]. The catalyst class is: 6. (5) Reactant: C([Li])CCC.[N:6]1[CH:11]=[CH:10][CH:9]=[CH:8][C:7]=1[NH:12][C:13](=[O:18])[C:14]([CH3:17])([CH3:16])[CH3:15].CN(C)[CH:21]=[O:22].Cl.C(=O)([O-])[O-].[K+].[K+]. Product: [CH:21]([C:8]1[C:7]([NH:12][C:13](=[O:18])[C:14]([CH3:15])([CH3:17])[CH3:16])=[N:6][CH:11]=[CH:10][CH:9]=1)=[O:22]. The catalyst class is: 392. (6) Reactant: Cl.[F:2][C:3]([F:18])([F:17])[C:4]1[N:5]=[CH:6][C:7]([NH:10][C@H:11]2[CH2:15][CH2:14][CH2:13][C@@H:12]2[NH2:16])=[N:8][CH:9]=1.[F:19][C:20]1[CH:28]=[CH:27][CH:26]=[C:25]([O:29][CH3:30])[C:21]=1[C:22](O)=[O:23].[B-](F)(F)(F)F.CCOC(C(C#N)=NOC(N(C)C)=[N+](C)C)=O.CN1CCOCC1. Product: [F:19][C:20]1[CH:28]=[CH:27][CH:26]=[C:25]([O:29][CH3:30])[C:21]=1[C:22]([NH:16][C@H:12]1[CH2:13][CH2:14][CH2:15][C@@H:11]1[NH:10][C:7]1[CH:6]=[N:5][C:4]([C:3]([F:2])([F:17])[F:18])=[CH:9][N:8]=1)=[O:23]. The catalyst class is: 121. (7) Reactant: [CH3:1][O:2][C@@H:3]1[C@@H:8]2[C@H:6]([O:7]2)[C@@H:5]([CH2:9][OH:10])[O:4]1.[H-].[Na+].[CH:13]1[CH:18]=[CH:17][C:16]([CH2:19]Br)=[CH:15][CH:14]=1. The catalyst class is: 12. Product: [CH2:19]([O:10][CH2:9][C@H:5]1[O:4][C@H:3]([O:2][CH3:1])[C@@H:8]2[C@@H:6]1[O:7]2)[C:16]1[CH:17]=[CH:18][CH:13]=[CH:14][CH:15]=1. (8) Reactant: [CH3:1][C:2]1([CH3:13])[O:9][C@@H:8]2[C@@H:4]([C@@H:5]([OH:12])[C@@H:6]([CH2:10][OH:11])[O:7]2)[O:3]1.[C:14](Cl)(=[O:21])[C:15]1[CH:20]=[CH:19][CH:18]=[CH:17][CH:16]=1. Product: [OH:12][CH:5]1[CH:4]2[CH:8]([O:9][C:2]([CH3:13])([CH3:1])[O:3]2)[O:7][CH:6]1[CH2:10][O:11][C:14](=[O:21])[C:15]1[CH:20]=[CH:19][CH:18]=[CH:17][CH:16]=1. The catalyst class is: 34.